Dataset: Forward reaction prediction with 1.9M reactions from USPTO patents (1976-2016). Task: Predict the product of the given reaction. (1) Given the reactants C[O:2][C:3]1[CH:12]=[C:11]([O:13][CH3:14])[CH:10]=[C:9]2[C:4]=1[C:5](=[O:23])[N:6]([C:15]1[CH:20]=[CH:19][C:18]([O:21][CH3:22])=[CH:17][CH:16]=1)[CH:7]=[N:8]2.[Cl-].[Li+].O.Cl, predict the reaction product. The product is: [OH:2][C:3]1[CH:12]=[C:11]([O:13][CH3:14])[CH:10]=[C:9]2[C:4]=1[C:5](=[O:23])[N:6]([C:15]1[CH:20]=[CH:19][C:18]([O:21][CH3:22])=[CH:17][CH:16]=1)[CH:7]=[N:8]2. (2) The product is: [Cl:23][C:24]1[CH:32]=[CH:31][C:30]([CH2:33][NH:34][C:35](=[O:40])[C:36]([CH3:38])([CH3:37])[CH3:39])=[CH:29][C:25]=1[C:26]([NH:18][C:13]1[CH:14]=[CH:15][CH:16]=[C:17]2[C:12]=1[CH:11]=[CH:10][N:9]=[C:8]2[O:7][C:6]1[CH:19]=[CH:20][C:3]([C:2]([F:1])([F:21])[F:22])=[CH:4][CH:5]=1)=[O:27]. Given the reactants [F:1][C:2]([F:22])([F:21])[C:3]1[CH:20]=[CH:19][C:6]([O:7][C:8]2[C:17]3[CH:16]=[CH:15][CH:14]=[C:13]([NH2:18])[C:12]=3[CH:11]=[CH:10][N:9]=2)=[CH:5][CH:4]=1.[Cl:23][C:24]1[CH:32]=[CH:31][C:30]([CH2:33][NH:34][C:35](=[O:40])[C:36]([CH3:39])([CH3:38])[CH3:37])=[CH:29][C:25]=1[C:26](O)=[O:27].C(Cl)(=O)C(Cl)=O.CCN(C(C)C)C(C)C, predict the reaction product. (3) Given the reactants C[O:2][C:3]([C:5]1[N:6]=[C:7]2[C:12]([CH:13]([CH3:15])[CH3:14])=[CH:11][C:10]([C:16]3[CH:21]=[CH:20][CH:19]=[CH:18][CH:17]=3)=[CH:9][N:8]2[CH:22]=1)=[O:4].[OH-].[Na+], predict the reaction product. The product is: [CH:13]([C:12]1[C:7]2[N:8]([CH:22]=[C:5]([C:3]([OH:4])=[O:2])[N:6]=2)[CH:9]=[C:10]([C:16]2[CH:21]=[CH:20][CH:19]=[CH:18][CH:17]=2)[CH:11]=1)([CH3:15])[CH3:14]. (4) Given the reactants [CH3:1][O:2][C:3]([C:5]1[C:6]([NH2:15])=[C:7](Br)[CH:8]=[C:9]2[C:13]=1[NH:12][N:11]=[CH:10]2)=[O:4].[CH3:16][Si:17]([C:20]#[CH:21])([CH3:19])[CH3:18].C(NCC)C, predict the reaction product. The product is: [CH3:1][O:2][C:3]([C:5]1[C:6]([NH2:15])=[C:7]([C:21]#[C:20][Si:17]([CH3:19])([CH3:18])[CH3:16])[CH:8]=[C:9]2[C:13]=1[NH:12][N:11]=[CH:10]2)=[O:4].